This data is from Forward reaction prediction with 1.9M reactions from USPTO patents (1976-2016). The task is: Predict the product of the given reaction. (1) Given the reactants [NH2:1][C:2]1[CH:11]=[CH:10][C:5]([C:6]([O:8][CH3:9])=[O:7])=[CH:4][CH:3]=1.[N:12]([O-])=O.[Na+], predict the reaction product. The product is: [NH:1]([C:2]1[CH:3]=[CH:4][C:5]([C:6]([O:8][CH3:9])=[O:7])=[CH:10][CH:11]=1)[NH2:12]. (2) Given the reactants [CH3:1][O:2][C:3]1[CH:22]=[CH:21][C:6]([CH2:7][C@@H:8]2[C:12]3=[N:13][C:14]4[CH:19]=[CH:18][CH:17]=[CH:16][C:15]=4[N:11]3[C:10](=[O:20])[NH:9]2)=[CH:5][CH:4]=1.Cl.Cl.[F:25][CH:26]([F:35])[CH2:27][N:28]1[CH2:33][CH2:32][CH2:31][CH:30]([NH2:34])[CH2:29]1.C(O)(C(F)(F)F)=O, predict the reaction product. The product is: [NH:11]1[C:15]2[CH:16]=[CH:17][CH:18]=[CH:19][C:14]=2[N:13]=[C:12]1[C@H:8]([NH:9][C:10]([NH:34][CH:30]1[CH2:31][CH2:32][CH2:33][N:28]([CH2:27][CH:26]([F:35])[F:25])[CH2:29]1)=[O:20])[CH2:7][C:6]1[CH:21]=[CH:22][C:3]([O:2][CH3:1])=[CH:4][CH:5]=1. (3) Given the reactants Br[C:2]1[S:3][C:4]([CH2:7][NH:8][C:9]([C:11]2[C:12]3[CH:19]=[N:18][N:17]([C:20]4[CH:25]=[CH:24][C:23]([F:26])=[CH:22][CH:21]=4)[C:13]=3[CH:14]=[N:15][CH:16]=2)=[O:10])=[CH:5][N:6]=1.[CH3:27][NH2:28].C1COCC1.C([O-])([O-])=O.[K+].[K+], predict the reaction product. The product is: [CH3:27][NH:28][C:2]1[S:3][C:4]([CH2:7][NH:8][C:9]([C:11]2[C:12]3[CH:19]=[N:18][N:17]([C:20]4[CH:25]=[CH:24][C:23]([F:26])=[CH:22][CH:21]=4)[C:13]=3[CH:14]=[N:15][CH:16]=2)=[O:10])=[CH:5][N:6]=1. (4) Given the reactants [Cl:1][CH2:2][CH2:3][O:4][C:5]1[CH:6]=[C:7]([CH:28]=[CH:29][CH:30]=1)[CH2:8][N:9]1[C:15]2[CH:16]=[CH:17][C:18]([OH:20])=[CH:19][C:14]=2[O:13][CH2:12][CH:11]([C:21]2[CH:26]=[CH:25][C:24]([OH:27])=[CH:23][CH:22]=2)[CH2:10]1.[H-].[Na+].Cl[CH2:34][O:35][CH3:36].C1[CH2:41][O:40][CH2:39]C1, predict the reaction product. The product is: [Cl:1][CH2:2][CH2:3][O:4][C:5]1[CH:6]=[C:7]([CH:28]=[CH:29][CH:30]=1)[CH2:8][N:9]1[C:15]2[CH:16]=[CH:17][C:18]([O:20][CH2:34][O:35][CH3:36])=[CH:19][C:14]=2[O:13][CH2:12][CH:11]([C:21]2[CH:22]=[CH:23][C:24]([O:27][CH2:39][O:40][CH3:41])=[CH:25][CH:26]=2)[CH2:10]1. (5) Given the reactants [CH3:1][C:2]1[N:7]=[CH:6][C:5](B(O)O)=[CH:4][N:3]=1.[CH2:11]([N:18]([CH2:30][C:31]1[CH:36]=[CH:35][CH:34]=[CH:33][CH:32]=1)[C@@H:19]1[CH2:28][CH2:27][C:26]2[C:21](=[C:22](Br)[CH:23]=[CH:24][CH:25]=2)[CH2:20]1)[C:12]1[CH:17]=[CH:16][CH:15]=[CH:14][CH:13]=1, predict the reaction product. The product is: [CH2:30]([N:18]([CH2:11][C:12]1[CH:17]=[CH:16][CH:15]=[CH:14][CH:13]=1)[C@@H:19]1[CH2:28][CH2:27][C:26]2[C:21](=[C:22]([C:5]3[CH:4]=[N:3][C:2]([CH3:1])=[N:7][CH:6]=3)[CH:23]=[CH:24][CH:25]=2)[CH2:20]1)[C:31]1[CH:32]=[CH:33][CH:34]=[CH:35][CH:36]=1. (6) Given the reactants [Cl:1][C:2]1[CH:3]=[CH:4][C:5]([C:31]#[N:32])=[C:6]([C:8]2[C:13]([O:14][CH3:15])=[CH:12][N:11]([CH:16]([CH2:24][C:25]3[O:29][CH:28]=[N:27][CH:26]=3)[C:17]([O:19]C(C)(C)C)=[O:18])[C:10](=[O:30])[CH:9]=2)[CH:7]=1.C(O)(C(F)(F)F)=O, predict the reaction product. The product is: [Cl:1][C:2]1[CH:3]=[CH:4][C:5]([C:31]#[N:32])=[C:6]([C:8]2[C:13]([O:14][CH3:15])=[CH:12][N:11]([CH:16]([CH2:24][C:25]3[O:29][CH:28]=[N:27][CH:26]=3)[C:17]([OH:19])=[O:18])[C:10](=[O:30])[CH:9]=2)[CH:7]=1. (7) Given the reactants [CH3:1][O:2][C:3]1[CH:4]=[CH:5][CH:6]=[C:7]2[C:12]=1[CH2:11][C@H:10]([N:13]([CH2:22][CH2:23][CH3:24])[C:14](=O)[CH2:15][C:16]1[S:17][CH:18]=[CH:19][CH:20]=1)[CH2:9][CH2:8]2.CN(C)CC, predict the reaction product. The product is: [CH3:1][O:2][C:3]1[CH:4]=[CH:5][CH:6]=[C:7]2[C:12]=1[CH2:11][C@H:10]([N:13]([CH2:22][CH2:23][CH3:24])[CH2:14][CH2:15][C:16]1[S:17][CH:18]=[CH:19][CH:20]=1)[CH2:9][CH2:8]2.